This data is from Peptide-MHC class II binding affinity with 134,281 pairs from IEDB. The task is: Regression. Given a peptide amino acid sequence and an MHC pseudo amino acid sequence, predict their binding affinity value. This is MHC class II binding data. (1) The peptide sequence is KYTATISGLKPGVDY. The MHC is DRB1_0404 with pseudo-sequence DRB1_0404. The binding affinity (normalized) is 0.404. (2) The peptide sequence is IDLNVLLSAAINFFL. The MHC is DRB1_1101 with pseudo-sequence DRB1_1101. The binding affinity (normalized) is 0.0166. (3) The peptide sequence is KTLEAAFTVSSKRNL. The MHC is DRB1_1302 with pseudo-sequence DRB1_1302. The binding affinity (normalized) is 0.127.